Dataset: Forward reaction prediction with 1.9M reactions from USPTO patents (1976-2016). Task: Predict the product of the given reaction. (1) Given the reactants [N:1]([CH2:4][CH2:5][CH2:6][CH2:7][CH2:8][CH2:9][CH2:10][CH2:11][O:12][C:13]1[CH:18]=[CH:17][CH:16]=[CH:15][CH:14]=1)=[N+]=[N-].C(OCCCCCCCCCCN)CCC.BrCCCCCCCCOC1C=CC=CC=1.[N-]=[N+]=[N-].[Na+], predict the reaction product. The product is: [O:12]([CH2:11][CH2:10][CH2:9][CH2:8][CH2:7][CH2:6][CH2:5][CH2:4][NH2:1])[C:13]1[CH:18]=[CH:17][CH:16]=[CH:15][CH:14]=1. (2) The product is: [C:17]1([C:21]2[CH:26]=[CH:25][CH:24]=[CH:23][CH:22]=2)[CH:18]=[CH:19][CH:20]=[C:15]([C:13]2[CH:14]=[C:9]([OH:8])[C:10](=[O:28])[N:11]([CH3:27])[CH:12]=2)[CH:16]=1. Given the reactants C([O:8][C:9]1[C:10](=[O:28])[N:11]([CH3:27])[CH:12]=[C:13]([C:15]2[CH:16]=[C:17]([C:21]3[CH:26]=[CH:25][CH:24]=[CH:23][CH:22]=3)[CH:18]=[CH:19][CH:20]=2)[CH:14]=1)C1C=CC=CC=1, predict the reaction product. (3) Given the reactants [F:1][C:2]1([F:34])[O:6][C:5]2[CH:7]=[CH:8][C:9]([C:11]3([C:14]([NH:16][C:17]4[N:22]=[C:21]([C:23]5[CH:24]=[N:25][C:26]([O:30]C)=[C:27]([CH3:29])[CH:28]=5)[C:20]([CH3:32])=[C:19]([CH3:33])[CH:18]=4)=[O:15])[CH2:13][CH2:12]3)=[CH:10][C:4]=2[O:3]1.[Si](I)(C)(C)C.CO.C(OCC)(=O)C, predict the reaction product. The product is: [F:34][C:2]1([F:1])[O:6][C:5]2[CH:7]=[CH:8][C:9]([C:11]3([C:14]([NH:16][C:17]4[CH:18]=[C:19]([CH3:33])[C:20]([CH3:32])=[C:21]([C:23]5[CH:28]=[C:27]([CH3:29])[C:26](=[O:30])[NH:25][CH:24]=5)[N:22]=4)=[O:15])[CH2:13][CH2:12]3)=[CH:10][C:4]=2[O:3]1.